Task: Predict the product of the given reaction.. Dataset: Forward reaction prediction with 1.9M reactions from USPTO patents (1976-2016) (1) Given the reactants [NH2:1][C:2]1[CH:3]=[C:4]([CH:30]=[CH:31][CH:32]=1)[C:5]([NH:7][C:8]1[CH:9]=[CH:10][C:11]2[N:15]=[CH:14][N:13]([CH:16]([C:23]3[CH:28]=[CH:27][CH:26]=[CH:25][CH:24]=3)[CH2:17][C:18]([O:20]CC)=[O:19])[C:12]=2[CH:29]=1)=[O:6], predict the reaction product. The product is: [NH2:1][C:2]1[CH:3]=[C:4]([CH:30]=[CH:31][CH:32]=1)[C:5]([NH:7][C:8]1[CH:9]=[CH:10][C:11]2[N:15]=[CH:14][N:13]([CH:16]([C:23]3[CH:24]=[CH:25][CH:26]=[CH:27][CH:28]=3)[CH2:17][C:18]([OH:20])=[O:19])[C:12]=2[CH:29]=1)=[O:6]. (2) The product is: [CH3:17][O:16][C:13]1[CH:14]=[CH:15][C:10]([CH2:9][NH:8][C:5]2[CH:6]=[CH:7][C:2]([C:39]3[CH:40]=[CH:41][C:36]([C:35]([F:46])([F:45])[F:34])=[CH:37][CH:38]=3)=[CH:3][CH:4]=2)=[C:11]([C:18]2[CH:19]=[CH:20][C:21]([C:24]([NH:26][CH2:27][CH2:28][C:29]([O:31][CH2:32][CH3:33])=[O:30])=[O:25])=[N:22][CH:23]=2)[CH:12]=1. Given the reactants Br[C:2]1[CH:7]=[CH:6][C:5]([NH:8][CH2:9][C:10]2[CH:15]=[CH:14][C:13]([O:16][CH3:17])=[CH:12][C:11]=2[C:18]2[CH:19]=[CH:20][C:21]([C:24]([NH:26][CH2:27][CH2:28][C:29]([O:31][CH2:32][CH3:33])=[O:30])=[O:25])=[N:22][CH:23]=2)=[CH:4][CH:3]=1.[F:34][C:35]([F:46])([F:45])[C:36]1[CH:41]=[CH:40][C:39](B(O)O)=[CH:38][CH:37]=1.C([O-])([O-])=O.[K+].[K+].O, predict the reaction product. (3) Given the reactants [CH2:1]([N:3]1[CH2:8][CH2:7][N:6]([C:9]2[N:14]=[CH:13][C:12]([CH2:15]O)=[CH:11][CH:10]=2)[CH2:5][CH2:4]1)[CH3:2].[Br:17]P(Br)Br, predict the reaction product. The product is: [Br:17][CH2:15][C:12]1[CH:11]=[CH:10][C:9]([N:6]2[CH2:7][CH2:8][N:3]([CH2:1][CH3:2])[CH2:4][CH2:5]2)=[N:14][CH:13]=1. (4) Given the reactants [C:1]([C:3]1[C:7]2[CH2:8][CH2:9][CH:10]([NH:12][CH:13]([CH2:18][OH:19])[C:14]([CH3:17])([CH3:16])[CH3:15])[CH2:11][C:6]=2[S:5][C:4]=1[NH:20][C:21](=[O:27])[CH:22]([CH2:25][CH3:26])[CH2:23][CH3:24])#[N:2].C(N(C(C)C)CC)(C)C.[CH:37]1([C:43](Cl)=[O:44])[CH2:42][CH2:41][CH2:40][CH2:39][CH2:38]1, predict the reaction product. The product is: [C:1]([C:3]1[C:7]2[CH2:8][CH2:9][CH:10]([N:12]([CH:13]([CH2:18][OH:19])[C:14]([CH3:17])([CH3:16])[CH3:15])[C:43]([CH:37]3[CH2:42][CH2:41][CH2:40][CH2:39][CH2:38]3)=[O:44])[CH2:11][C:6]=2[S:5][C:4]=1[NH:20][C:21](=[O:27])[CH:22]([CH2:25][CH3:26])[CH2:23][CH3:24])#[N:2].